This data is from Catalyst prediction with 721,799 reactions and 888 catalyst types from USPTO. The task is: Predict which catalyst facilitates the given reaction. (1) Reactant: C(O[C:6]([N:8]1[CH2:13][CH2:12][N:11]([C:14]2[C:19]([N+:20]([O-:22])=[O:21])=[CH:18][CH:17]=[CH:16][C:15]=2[Cl:23])[CH2:10][CH2:9]1)=O)(C)(C)C.FC(F)(F)C(O)=O.[C:31]([O:35][C:36]([N:38]1[CH2:43][CH2:42][C:41]2[N:44]([CH2:57][CH2:58]C=O)[N:45]=[C:46]([C:47]3[CH:52]=[CH:51][C:50]([C:53]([F:56])([F:55])[F:54])=[CH:49][CH:48]=3)[C:40]=2[CH2:39]1)=[O:37])([CH3:34])([CH3:33])[CH3:32].C(O)(=O)C.[BH-](OC(C)=O)(OC(C)=O)OC(C)=O.[Na+].C([O-])(O)=O.[Na+]. Product: [C:31]([O:35][C:36]([N:38]1[CH2:43][CH2:42][C:41]2[N:44]([CH2:57][CH2:58][CH2:6][N:8]3[CH2:9][CH2:10][N:11]([C:14]4[C:19]([N+:20]([O-:22])=[O:21])=[CH:18][CH:17]=[CH:16][C:15]=4[Cl:23])[CH2:12][CH2:13]3)[N:45]=[C:46]([C:47]3[CH:48]=[CH:49][C:50]([C:53]([F:55])([F:56])[F:54])=[CH:51][CH:52]=3)[C:40]=2[CH2:39]1)=[O:37])([CH3:34])([CH3:32])[CH3:33]. The catalyst class is: 2. (2) Reactant: [O:1]1[CH:5]=[CH:4][CH:3]=[C:2]1[C:6](=[O:16])[CH2:7][C:8]1[CH:9]=[N:10][C:11]([O:14]C)=[CH:12][CH:13]=1.I[CH3:18]. The catalyst class is: 237. Product: [O:1]1[CH:5]=[CH:4][CH:3]=[C:2]1[C:6](=[O:16])[CH2:7][C:8]1[CH:13]=[CH:12][C:11](=[O:14])[N:10]([CH3:18])[CH:9]=1. (3) Reactant: [F:1][C:2]1[CH:7]=[CH:6][C:5]([S:8][CH2:9][CH2:10][CH2:11][C:12]([NH:14][C:15]2[C:24]3[C:19](=[CH:20][CH:21]=[CH:22][CH:23]=3)[CH:18]=[CH:17][CH:16]=2)=[O:13])=[CH:4][CH:3]=1.[H-].[Na+].I[CH3:28].O. The catalyst class is: 9. Product: [F:1][C:2]1[CH:3]=[CH:4][C:5]([S:8][CH2:9][CH2:10][CH2:11][C:12]([N:14]([CH3:28])[C:15]2[C:24]3[C:19](=[CH:20][CH:21]=[CH:22][CH:23]=3)[CH:18]=[CH:17][CH:16]=2)=[O:13])=[CH:6][CH:7]=1.